This data is from Reaction yield outcomes from USPTO patents with 853,638 reactions. The task is: Predict the reaction yield, written as a fraction of the theoretical maximum amount of product (1.0 means a 100% yield; for example, 0.34 means a 34% yield). (1) The reactants are [OH-].[K+].[N+:3]([C:6]1[CH:11]=[CH:10][CH:9]=[CH:8][C:7]=1[S:12]([NH:15][C:16]1[CH:21]=[CH:20][CH:19]=[CH:18][CH:17]=1)(=[O:14])=[O:13])([O-:5])=[O:4].[Br:22][C:23]1[CH:24]=[CH:25][C:26]2[N:27]([CH2:37][CH2:38][CH2:39]Br)[C:28]3[C:33]([C:34]=2[CH:35]=1)=[CH:32][C:31]([Br:36])=[CH:30][CH:29]=3. The catalyst is CN(C=O)C.CCOC(C)=O. The product is [Br:36][C:31]1[CH:30]=[CH:29][C:28]2[N:27]([CH2:37][CH2:38][CH2:39][N:15]([C:16]3[CH:17]=[CH:18][CH:19]=[CH:20][CH:21]=3)[S:12]([C:7]3[CH:8]=[CH:9][CH:10]=[CH:11][C:6]=3[N+:3]([O-:5])=[O:4])(=[O:14])=[O:13])[C:26]3[C:34]([C:33]=2[CH:32]=1)=[CH:35][C:23]([Br:22])=[CH:24][CH:25]=3. The yield is 0.355. (2) The reactants are [OH:1][CH2:2][CH:3]1[C:9](=[O:10])[N:8]([CH2:11][C:12]2[CH:17]=[CH:16][C:15]([O:18][CH3:19])=[CH:14][CH:13]=2)[C:7]2[CH:20]=[CH:21][CH:22]=[CH:23][C:6]=2[CH2:5][CH2:4]1.[CH3:24][S:25](Cl)(=[O:27])=[O:26].CCN(C(C)C)C(C)C. The catalyst is C1COCC1. The product is [CH3:19][O:18][C:15]1[CH:14]=[CH:13][C:12]([CH2:11][N:8]2[C:9](=[O:10])[CH:3]([CH2:2][O:1][S:25]([CH3:24])(=[O:27])=[O:26])[CH2:4][CH2:5][C:6]3[CH:23]=[CH:22][CH:21]=[CH:20][C:7]2=3)=[CH:17][CH:16]=1. The yield is 0.900. (3) The reactants are Cl.[N+:2]([C:5]1[CH:12]=[CH:11][C:8]([CH2:9][NH2:10])=[CH:7][CH:6]=1)([O-:4])=[O:3].Cl[C:14](=[O:22])[CH2:15][CH2:16][C:17]([O:19][CH2:20][CH3:21])=[O:18].C(=O)([O-])O.[Na+]. The catalyst is C(OCC)(=O)C. The product is [N+:2]([C:5]1[CH:6]=[CH:7][C:8]([CH2:9][NH:10][C:14](=[O:22])[CH2:15][CH2:16][C:17]([O:19][CH2:20][CH3:21])=[O:18])=[CH:11][CH:12]=1)([O-:4])=[O:3]. The yield is 0.870. (4) The reactants are [CH2:1]([C:3]1[NH:4][CH:5]=[CH:6][CH:7]=1)[CH3:2].[F:8][C:9]([F:21])([F:20])[C:10]1[CH:15]=[CH:14][C:13]([S:16](Cl)(=[O:18])=[O:17])=[CH:12][CH:11]=1.[H-].[Na+]. The catalyst is C1COCC1.CCOC(C)=O. The product is [CH2:1]([C:3]1[N:4]([S:16]([C:13]2[CH:12]=[CH:11][C:10]([C:9]([F:8])([F:20])[F:21])=[CH:15][CH:14]=2)(=[O:18])=[O:17])[CH:5]=[CH:6][CH:7]=1)[CH3:2]. The yield is 0.580. (5) The reactants are [CH:1]1([C:7]2[CH:31]=[CH:30][CH:29]=[C:28]3[C:8]=2[CH:9]=[C:10]2[C:16]4[CH:17]=[C:18]([C:21]([OH:23])=O)[CH:19]=[CH:20][C:15]=4[N:14]4[CH:24]=[N:25][N:26]([CH3:27])[C:13]4=[CH:12][N:11]23)[CH2:6][CH2:5][CH2:4][CH2:3][CH2:2]1.[CH3:32][N:33]([CH3:38])[S:34]([NH2:37])(=[O:36])=[O:35].CCN=C=NCCCN(C)C.Cl. The catalyst is CC(N(C)C)=O.CN(C1C=CN=CC=1)C.CS(C)=O.CO. The product is [CH:1]1([C:7]2[CH:31]=[CH:30][CH:29]=[C:28]3[C:8]=2[CH:9]=[C:10]2[C:16]4[CH:17]=[C:18]([C:21]([NH:37][S:34]([N:33]([CH3:38])[CH3:32])(=[O:36])=[O:35])=[O:23])[CH:19]=[CH:20][C:15]=4[N:14]4[CH:24]=[N:25][N:26]([CH3:27])[C:13]4=[CH:12][N:11]23)[CH2:6][CH2:5][CH2:4][CH2:3][CH2:2]1. The yield is 0.430.